From a dataset of Reaction yield outcomes from USPTO patents with 853,638 reactions. Predict the reaction yield, written as a fraction of the theoretical maximum amount of product (1.0 means a 100% yield; for example, 0.34 means a 34% yield). (1) The reactants are C(O)(=O)C.[C:5]([O:9][C:10]([N:12]1[CH2:19][CH:18]2[C:14]([C:31]3[S:32][CH:33]=[CH:34][CH:35]=3)([N:15]([C:20](=[S:30])[NH:21][C:22](=[O:29])[C:23]3[CH:28]=[CH:27][CH:26]=[CH:25][CH:24]=3)[O:16][CH2:17]2)[CH2:13]1)=[O:11])([CH3:8])([CH3:7])[CH3:6].C(=O)(O)[O-].[Na+]. The catalyst is [Zn].O. The product is [C:22]([NH:21][C:20]([NH:15][C:14]1([C:31]2[S:32][CH:33]=[CH:34][CH:35]=2)[CH:18]([CH2:17][OH:16])[CH2:19][N:12]([C:10]([O:9][C:5]([CH3:8])([CH3:7])[CH3:6])=[O:11])[CH2:13]1)=[S:30])(=[O:29])[C:23]1[CH:28]=[CH:27][CH:26]=[CH:25][CH:24]=1. The yield is 0.320. (2) The reactants are [CH3:1][C:2]1([CH3:47])[C@H:5]([C:6]([N:8]2[CH2:13][CH2:12][O:11][CH2:10][CH2:9]2)=[O:7])[CH2:4][C@@H:3]1[NH:14][C:15]([C@:17]12[CH2:43][CH2:42][C@@H:41]([C:44]([CH3:46])=[CH2:45])[C@@H:18]1[C@@H:19]1[C@@:32]([CH3:35])([CH2:33][CH2:34]2)[C@@:31]2([CH3:36])[C@@H:22]([C@:23]3([CH3:40])[C@@H:28]([CH2:29][CH2:30]2)[C:27]([CH3:38])([CH3:37])[C@@H:26]([OH:39])[CH2:25][CH2:24]3)[CH2:21][CH2:20]1)=[O:16].[CH3:48][C:49]1([CH3:56])[CH2:54][C:53](=[O:55])[O:52][C:50]1=[O:51]. The catalyst is CN(C1C=CN=CC=1)C.N1C=CC=CC=1.CCOC(C)=O. The product is [CH3:1][C:2]1([CH3:47])[C@H:5]([C:6]([N:8]2[CH2:13][CH2:12][O:11][CH2:10][CH2:9]2)=[O:7])[CH2:4][C@@H:3]1[NH:14][C:15]([C@:17]12[CH2:43][CH2:42][C@@H:41]([C:44]([CH3:46])=[CH2:45])[C@@H:18]1[C@@H:19]1[C@@:32]([CH3:35])([CH2:33][CH2:34]2)[C@@:31]2([CH3:36])[C@@H:22]([C@:23]3([CH3:40])[C@@H:28]([CH2:29][CH2:30]2)[C:27]([CH3:37])([CH3:38])[C@@H:26]([O:39][C:53](=[O:55])[CH2:54][C:49]([CH3:56])([CH3:48])[C:50]([OH:52])=[O:51])[CH2:25][CH2:24]3)[CH2:21][CH2:20]1)=[O:16]. The yield is 0.468. (3) The reactants are [N+:1]([C:4]1[CH:5]=[C:6](B(O)O)[CH:7]=[CH:8][CH:9]=1)([O-:3])=[O:2].I[C:14]1[CH:15]=[C:16]([NH:21][C:22](=[O:33])[C:23]2[CH:28]=[CH:27][CH:26]=[C:25]([C:29]([F:32])([F:31])[F:30])[CH:24]=2)[CH:17]=[N:18][C:19]=1[CH3:20].C(=O)([O-])[O-].[K+].[K+]. The catalyst is C1(C)C=CC=CC=1.C(O)C.O.C1C=CC([P]([Pd]([P](C2C=CC=CC=2)(C2C=CC=CC=2)C2C=CC=CC=2)([P](C2C=CC=CC=2)(C2C=CC=CC=2)C2C=CC=CC=2)[P](C2C=CC=CC=2)(C2C=CC=CC=2)C2C=CC=CC=2)(C2C=CC=CC=2)C2C=CC=CC=2)=CC=1. The product is [CH3:20][C:19]1[N:18]=[CH:17][C:16]([NH:21][C:22](=[O:33])[C:23]2[CH:28]=[CH:27][CH:26]=[C:25]([C:29]([F:32])([F:30])[F:31])[CH:24]=2)=[CH:15][C:14]=1[C:6]1[CH:7]=[CH:8][CH:9]=[C:4]([N+:1]([O-:3])=[O:2])[CH:5]=1. The yield is 0.750. (4) The product is [CH3:12][C:2]([C:13]1[CH:18]=[CH:17][C:16]([NH2:19])=[CH:15][CH:14]=1)([CH3:1])[CH2:3][NH:4][C:5](=[O:11])[O:6][C:7]([CH3:8])([CH3:9])[CH3:10]. The reactants are [CH3:1][C:2]([C:13]1[CH:18]=[CH:17][C:16]([N+:19]([O-])=O)=[CH:15][CH:14]=1)([CH3:12])[CH2:3][NH:4][C:5](=[O:11])[O:6][C:7]([CH3:10])([CH3:9])[CH3:8].C([O-])=O.[NH4+]. The catalyst is CCO.[Pd]. The yield is 0.830. (5) The reactants are [Cl:1][C:2]1[N:7]=[N:6][C:5]([NH:8][N:9]=[CH:10][C:11]2[CH:16]=[C:15]([F:17])[CH:14]=[C:13]([F:18])[CH:12]=2)=[CH:4][C:3]=1[CH:19]1[CH2:22][CH2:21][CH2:20]1. The catalyst is C(O)C. The product is [Cl:1][C:2]1[C:3]([CH:19]2[CH2:20][CH2:21][CH2:22]2)=[CH:4][C:5]2[N:6]([C:10]([C:11]3[CH:16]=[C:15]([F:17])[CH:14]=[C:13]([F:18])[CH:12]=3)=[N:9][N:8]=2)[N:7]=1. The yield is 0.630. (6) The reactants are [CH3:1][C:2]1[S:6][C:5]([C:7]([O:9]C)=[O:8])=[CH:4][C:3]=1[C:11]1[N:15]([CH3:16])[N:14]=[CH:13][CH:12]=1.[Cl:17]N1C(=O)CCC1=O.[OH-].[Na+]. The catalyst is O1CCCC1. The product is [Cl:17][C:12]1[CH:13]=[N:14][N:15]([CH3:16])[C:11]=1[C:3]1[CH:4]=[C:5]([C:7]([OH:9])=[O:8])[S:6][C:2]=1[CH3:1]. The yield is 0.770.